The task is: Predict the reaction yield, written as a fraction of the theoretical maximum amount of product (1.0 means a 100% yield; for example, 0.34 means a 34% yield).. This data is from Reaction yield outcomes from USPTO patents with 853,638 reactions. (1) The reactants are [SH:1][C:2]([CH3:8])([CH3:7])[CH2:3][C:4]([OH:6])=[O:5].FC(F)(F)C(O)=O.[CH3:16][O:17][C:18]1[CH:25]=[C:24]([O:26][CH3:27])[CH:23]=[C:22]([O:28][CH3:29])[C:19]=1[CH2:20]O. The catalyst is C(Cl)Cl. The product is [CH3:7][C:2]([S:1][CH2:20][C:19]1[C:22]([O:28][CH3:29])=[CH:23][C:24]([O:26][CH3:27])=[CH:25][C:18]=1[O:17][CH3:16])([CH3:8])[CH2:3][C:4]([OH:6])=[O:5]. The yield is 0.700. (2) The reactants are [Cl:1][C:2]1[CH:7]=[CH:6][C:5]([CH:8]2[C:15]3[C:14]([CH3:16])=[N:13][N:12]([C:17]4[C:18]([O:23][CH3:24])=[N:19][CH:20]=[CH:21][CH:22]=4)[C:11]=3[C:10](=[O:25])[N:9]2CC2C=CC(OC)=CC=2)=[CH:4][CH:3]=1.O=[N+]([O-])[O-].[O-][N+](=O)[O-].[O-][N+](=O)[O-].[O-][N+](=O)[O-].[O-][N+](=O)[O-].[O-][N+](=O)[O-].[Ce+4].[NH4+].[NH4+]. The catalyst is CC#N.O. The product is [Cl:1][C:2]1[CH:7]=[CH:6][C:5]([CH:8]2[C:15]3[C:14]([CH3:16])=[N:13][N:12]([C:17]4[C:18]([O:23][CH3:24])=[N:19][CH:20]=[CH:21][CH:22]=4)[C:11]=3[C:10](=[O:25])[NH:9]2)=[CH:4][CH:3]=1. The yield is 0.500. (3) The reactants are [F:1][C:2]1[CH:25]=[CH:24][C:5]([O:6][C:7]2[CH:8]=[C:9]([C:13]3[N:18]=[C:17]([C:19]([NH2:21])=[O:20])[CH:16]=C(C=C)[CH:14]=3)[CH:10]=[CH:11][CH:12]=2)=[CH:4][CH:3]=1.[CH3:26][CH:27]([OH:29])[CH3:28].[OH2:30]. No catalyst specified. The product is [OH:29][C@H:27]([C:28]1[CH:14]=[C:13]([C:9]2[CH:10]=[CH:11][CH:12]=[C:7]([O:6][C:5]3[CH:24]=[CH:25][C:2]([F:1])=[CH:3][CH:4]=3)[CH:8]=2)[N:18]=[C:17]([C:19]([NH2:21])=[O:20])[CH:16]=1)[CH2:26][OH:30]. The yield is 0.260. (4) The reactants are [CH3:1][O:2][C:3]1[CH:4]=[C:5]([CH:9]=[CH:10][C:11]=1[N+:12]([O-:14])=[O:13])[C:6](Cl)=[O:7].[CH2:15]([N:22]1[CH2:26][CH2:25][C@H:24]([OH:27])[CH2:23]1)[C:16]1[CH:21]=[CH:20][CH:19]=[CH:18][CH:17]=1.N1C=CC=CC=1. The catalyst is C(Cl)Cl.C([O-])(O)=O.[Na+]. The product is [CH2:15]([N:22]1[CH2:26][CH2:25][C@H:24]([O:27][C:6](=[O:7])[C:5]2[CH:9]=[CH:10][C:11]([N+:12]([O-:14])=[O:13])=[C:3]([O:2][CH3:1])[CH:4]=2)[CH2:23]1)[C:16]1[CH:17]=[CH:18][CH:19]=[CH:20][CH:21]=1. The yield is 0.710. (5) The reactants are C([O-])([O-])=O.[Na+].[Na+].CC1(C)C(C)(C)OB([C:15]2[CH:20]=[CH:19][C:18]([NH2:21])=[CH:17][CH:16]=2)O1.[C:23]([O:27][C:28]([N:30]1[CH2:33][CH:32]([CH2:34][NH:35][C:36]2[N:41]=[C:40](Cl)[N:39]=[C:38]([N:43]3[CH2:48][CH2:47][O:46][CH2:45][CH2:44]3)[N:37]=2)[CH2:31]1)=[O:29])([CH3:26])([CH3:25])[CH3:24]. The catalyst is C1C=CC([P]([Pd]([P](C2C=CC=CC=2)(C2C=CC=CC=2)C2C=CC=CC=2)([P](C2C=CC=CC=2)(C2C=CC=CC=2)C2C=CC=CC=2)[P](C2C=CC=CC=2)(C2C=CC=CC=2)C2C=CC=CC=2)(C2C=CC=CC=2)C2C=CC=CC=2)=CC=1.C(COC)OC. The product is [C:23]([O:27][C:28]([N:30]1[CH2:33][CH:32]([CH2:34][NH:35][C:36]2[N:41]=[C:40]([C:15]3[CH:16]=[CH:17][C:18]([NH2:21])=[CH:19][CH:20]=3)[N:39]=[C:38]([N:43]3[CH2:48][CH2:47][O:46][CH2:45][CH2:44]3)[N:37]=2)[CH2:31]1)=[O:29])([CH3:26])([CH3:24])[CH3:25]. The yield is 0.530. (6) The reactants are [C:1]([O:5][C:6]([NH:8][CH2:9][CH2:10][CH:11]1[CH2:16][CH2:15][NH:14][CH2:13][CH2:12]1)=[O:7])([CH3:4])([CH3:3])[CH3:2].C[Si]([N:21]=[C:22]=[O:23])(C)C. The catalyst is ClCCl. The product is [C:1]([O:5][C:6]([NH:8][CH2:9][CH2:10][CH:11]1[CH2:12][CH2:13][N:14]([C:22]([NH2:21])=[O:23])[CH2:15][CH2:16]1)=[O:7])([CH3:4])([CH3:2])[CH3:3]. The yield is 0.520. (7) The reactants are Cl[C:2]1[CH:7]=[C:6](I)[C:5]([Cl:9])=[CH:4][N:3]=1.[NH2:10][C:11]1[C:18]([F:19])=[CH:17][CH:16]=[CH:15][C:12]=1[C:13]#[N:14].[O-]P(OP(OP([O-])([O-])=O)([O-])=O)(=O)[O-].[K+].[K+].[K+].[K+].[K+].C1C=CC(P(C2C(OC3C(P(C4C=CC=CC=4)C4C=CC=CC=4)=CC=CC=3)=CC=CC=2)C2C=CC=CC=2)=CC=1.[CH3:77][C:78]1[CH:82]=[C:81]([NH2:83])[N:80]([CH:84]([CH3:86])[CH3:85])[N:79]=1.C(=O)([O-])[O-].[Cs+].[Cs+]. The catalyst is O1CCOCC1.C([O-])(=O)C.[Pd+2].C([O-])(=O)C. The product is [Cl:9][C:5]1[C:6]([NH:10][C:11]2[C:18]([F:19])=[CH:17][CH:16]=[CH:15][C:12]=2[C:13]#[N:14])=[CH:7][C:2]([NH:83][C:81]2[N:80]([CH:84]([CH3:86])[CH3:85])[N:79]=[C:78]([CH3:77])[CH:82]=2)=[N:3][CH:4]=1. The yield is 0.534.